Dataset: Full USPTO retrosynthesis dataset with 1.9M reactions from patents (1976-2016). Task: Predict the reactants needed to synthesize the given product. (1) Given the product [OH:4][C:5]1[CH:6]=[C:7]([C:13]([C:15]2[C:21]3[CH:22]=[C:23]([O:30][CH3:31])[C:24]([O:28][CH3:29])=[C:25]([O:26][CH3:27])[C:20]=3[CH2:19][CH2:18][CH2:17][CH:16]=2)=[O:14])[CH:8]=[CH:9][C:10]=1[O:11][CH3:12], predict the reactants needed to synthesize it. The reactants are: C([O:4][C:5]1[CH:6]=[C:7]([C:13]([C:15]2[C:21]3[CH:22]=[C:23]([O:30][CH3:31])[C:24]([O:28][CH3:29])=[C:25]([O:26][CH3:27])[C:20]=3[CH2:19][CH2:18][CH2:17][CH:16]=2)=[O:14])[CH:8]=[CH:9][C:10]=1[O:11][CH3:12])(C)C.[Al+3].[Cl-].[Cl-].[Cl-].[NH4+].[Cl-]. (2) Given the product [CH3:1][CH2:2][CH2:3][CH2:4][N:5]1[C@H:10]([C:11]([NH:13][C:14]2[C:15]([CH3:21])=[CH:16][CH:17]=[CH:18][C:19]=2[CH3:20])=[O:12])[CH2:9][CH2:8][CH2:7][CH2:6]1, predict the reactants needed to synthesize it. The reactants are: [CH3:1][CH2:2][CH2:3][CH2:4][N:5]1[C@H:10]([C:11]([NH:13][C:14]2[C:15]([CH3:21])=[CH:16][CH:17]=[CH:18][C:19]=2[CH3:20])=[O:12])[CH2:9][CH2:8][CH2:7][CH2:6]1.Cl.C(=O)([O-])ON1C(=O)CCC1=O.C(=O)([O-])[O-]. (3) Given the product [Cl:1][C:2]1[CH:18]=[CH:17][C:16]([C:19]([F:20])([F:21])[F:22])=[CH:15][C:3]=1[C:4]([NH:6][C@H:7]1[CH2:12][CH2:11][C@H:10]([C@@H:13]([OH:14])[CH3:23])[CH2:9][CH2:8]1)=[O:5], predict the reactants needed to synthesize it. The reactants are: [Cl:1][C:2]1[CH:18]=[CH:17][C:16]([C:19]([F:22])([F:21])[F:20])=[CH:15][C:3]=1[C:4]([NH:6][C@H:7]1[CH2:12][CH2:11][C@H:10]([CH:13]=[O:14])[CH2:9][CH2:8]1)=[O:5].[CH3:23][Mg]Br. (4) Given the product [F:1][C@H:2]1[C@@H:7]([O:8][C:9]2[CH:16]=[CH:15][C:14]([C:17]3[N:22]=[C:21]([NH:23][C:24]4[CH:29]=[CH:28][C:27]([N:30]5[CH2:31][CH2:32][N:33]([CH:36]6[CH2:39][O:38][CH2:37]6)[CH2:34][CH2:35]5)=[CH:26][CH:25]=4)[N:20]=[CH:19][N:18]=3)=[CH:13][C:10]=2[C:11]#[N:12])[CH2:6][CH2:5][N:4]([C:44]([C:43]2[CH:47]=[CH:48][NH:49][C:41](=[O:40])[CH:42]=2)=[O:45])[CH2:3]1, predict the reactants needed to synthesize it. The reactants are: [F:1][C@H:2]1[C@@H:7]([O:8][C:9]2[CH:16]=[CH:15][C:14]([C:17]3[N:22]=[C:21]([NH:23][C:24]4[CH:29]=[CH:28][C:27]([N:30]5[CH2:35][CH2:34][N:33]([CH:36]6[CH2:39][O:38][CH2:37]6)[CH2:32][CH2:31]5)=[CH:26][CH:25]=4)[N:20]=[CH:19][N:18]=3)=[CH:13][C:10]=2[C:11]#[N:12])[CH2:6][CH2:5][NH:4][CH2:3]1.[OH:40][C:41]1[CH:42]=[C:43]([CH:47]=[CH:48][N:49]=1)[C:44](O)=[O:45].CN(C(ON1N=NC2C=CC=NC1=2)=[N+](C)C)C.F[P-](F)(F)(F)(F)F. (5) Given the product [N:1]1([CH2:10][C:11]([NH:30][C:28]2[CH:27]=[CH:26][CH:25]=[C:24]([C:18]3[CH:19]=[CH:20][CH:21]=[CH:22][CH:23]=3)[N:29]=2)=[O:13])[C:5]2[CH:6]=[CH:7][CH:8]=[CH:9][C:4]=2[N:3]=[CH:2]1, predict the reactants needed to synthesize it. The reactants are: [N:1]1([CH2:10][C:11]([OH:13])=O)[C:5]2[CH:6]=[CH:7][CH:8]=[CH:9][C:4]=2[N:3]=[CH:2]1.S(Cl)(Cl)=O.[C:18]1([C:24]2[N:29]=[C:28]([NH2:30])[CH:27]=[CH:26][CH:25]=2)[CH:23]=[CH:22][CH:21]=[CH:20][CH:19]=1.N1C=CC=CC=1.